From a dataset of Catalyst prediction with 721,799 reactions and 888 catalyst types from USPTO. Predict which catalyst facilitates the given reaction. (1) Reactant: [F:1][CH:2]([F:23])[O:3][C:4]1[CH:9]=[CH:8][C:7]([N:10]2[C:14]([CH3:15])=[C:13]([C:16]([O:18]C(C)(C)C)=O)[CH:12]=[N:11]2)=[CH:6][CH:5]=1.C([SiH](CC)CC)C.C(O)(C(F)(F)F)=O.[NH2:38][C:39]1[CH:44]=[CH:43][C:42]([C@@H:45]2[O:50][CH2:49][CH2:48][N:47]([C:51]([O:53][C:54]([CH3:57])([CH3:56])[CH3:55])=[O:52])[CH2:46]2)=[CH:41][CH:40]=1.C(N(C(C)C)C(C)C)C. Product: [F:23][CH:2]([F:1])[O:3][C:4]1[CH:5]=[CH:6][C:7]([N:10]2[C:14]([CH3:15])=[C:13]([C:16]([NH:38][C:39]3[CH:44]=[CH:43][C:42]([C@@H:45]4[O:50][CH2:49][CH2:48][N:47]([C:51]([O:53][C:54]([CH3:57])([CH3:56])[CH3:55])=[O:52])[CH2:46]4)=[CH:41][CH:40]=3)=[O:18])[CH:12]=[N:11]2)=[CH:8][CH:9]=1. The catalyst class is: 2. (2) Reactant: CS([Cl:5])(=O)=O.O[CH2:7][C:8]1([CH:21]([OH:24])[CH2:22][OH:23])[CH2:13][CH2:12][N:11](C(OC(C)(C)C)=O)[CH2:10][CH2:9]1.C(N(CC)CC)C.O. Product: [ClH:5].[OH:24][CH:21]1[C:8]2([CH2:13][CH2:12][NH:11][CH2:10][CH2:9]2)[CH2:7][O:23][CH2:22]1. The catalyst class is: 4. (3) Reactant: [Na+].O[CH:3]([C:8]1[CH:13]=[CH:12][C:11]([C:14]([N:16]2[CH2:21][CH2:20][N:19]([CH:22]([CH3:24])[CH3:23])[CH2:18][CH2:17]2)=[O:15])=[CH:10][CH:9]=1)S([O-])(=O)=O.[NH:25]1[CH2:30][CH2:29][CH2:28][CH2:27][CH2:26]1.[BH-](OC(C)=O)(OC(C)=O)OC(C)=O.[Na+]. Product: [CH:22]([N:19]1[CH2:20][CH2:21][N:16]([C:14]([C:11]2[CH:12]=[CH:13][C:8]([CH2:3][N:25]3[CH2:30][CH2:29][CH2:28][CH2:27][CH2:26]3)=[CH:9][CH:10]=2)=[O:15])[CH2:17][CH2:18]1)([CH3:24])[CH3:23]. The catalyst class is: 68. (4) Reactant: [C:1]([C:3]1[CH:8]=[CH:7][C:6]([C:9]2[CH:10]=[N:11][N:12]3[CH:17]=[CH:16][C:15]([C:18]4[CH:26]=[CH:25][C:21]([C:22]([O-:24])=[O:23])=[CH:20][CH:19]=4)=[N:14][C:13]=23)=[CH:5][CH:4]=1)#[N:2].[Li+].[OH-]. Product: [C:1]([C:3]1[CH:4]=[CH:5][C:6]([C:9]2[CH:10]=[N:11][N:12]3[CH:17]=[CH:16][C:15]([C:18]4[CH:26]=[CH:25][C:21]([C:22]([OH:24])=[O:23])=[CH:20][CH:19]=4)=[N:14][C:13]=23)=[CH:7][CH:8]=1)#[N:2]. The catalyst class is: 20. (5) Product: [F:12][C:4]1[C:5]([O:10][CH3:11])=[CH:6][C:7]([O:8][CH3:9])=[C:2]([F:1])[C:3]=1[N:13]1[CH2:18][C:17]2[CH:19]=[N:20][C:21]3[NH:25][C:24]([CH:26]4[CH2:27][CH2:28][O:29][CH2:30][CH2:31]4)=[CH:23][C:22]=3[C:16]=2[N:15]([CH3:32])[C:14]1=[O:33]. Reactant: [F:1][C:2]1[C:7]([O:8][CH3:9])=[CH:6][C:5]([O:10][CH3:11])=[C:4]([F:12])[C:3]=1[N:13]1[CH2:18][C:17]2[CH:19]=[N:20][C:21]3[NH:25][C:24]([C:26]4[CH2:27][CH2:28][O:29][CH2:30][CH:31]=4)=[CH:23][C:22]=3[C:16]=2[N:15]([CH3:32])[C:14]1=[O:33]. The catalyst class is: 43. (6) Reactant: [CH3:1][O:2][CH2:3][O:4][C:5]1[CH:10]=[CH:9][C:8](/[CH:11]=[CH:12]/[C:13]([NH:15][CH2:16][CH2:17][CH2:18][CH2:19][CH2:20][CH2:21][CH2:22][CH2:23][CH3:24])=[O:14])=[CH:7][CH:6]=1.[N-:25]=[N+:26]=[N-:27].[Na+].[N+]([O-])([O-])=O.[Ce+4].[NH4+].[NH4+].[N+]([O-])([O-])=O.[N+]([O-])([O-])=O.[N+]([O-])([O-])=O.[N+]([O-])([O-])=O.[N+]([O-])([O-])=O.[H-].[Na+]. Product: [N:25](/[C:12](=[CH:11]\[C:8]1[CH:9]=[CH:10][C:5]([O:4][CH2:3][O:2][CH3:1])=[CH:6][CH:7]=1)/[C:13]([NH:15][CH2:16][CH2:17][CH2:18][CH2:19][CH2:20][CH2:21][CH2:22][CH2:23][CH3:24])=[O:14])=[N+:26]=[N-:27]. The catalyst class is: 47. (7) Product: [CH3:54][NH:55][C:24](=[O:25])[C:23]1[CH:22]=[CH:21][C:20]([O:19][C@H:16]2[CH2:17][CH2:18][C@@H:13]([NH:12][C:11]([NH:10][C:7]3[CH:8]=[CH:9][C:4]([O:3][C:2]([F:1])([F:30])[F:31])=[CH:5][CH:6]=3)=[O:29])[CH2:14][CH2:15]2)=[CH:28][CH:27]=1. The catalyst class is: 1. Reactant: [F:1][C:2]([F:31])([F:30])[O:3][C:4]1[CH:9]=[CH:8][C:7]([NH:10][C:11](=[O:29])[NH:12][C@@H:13]2[CH2:18][CH2:17][C@H:16]([O:19][C:20]3[CH:28]=[CH:27][C:23]([C:24](O)=[O:25])=[CH:22][CH:21]=3)[CH2:15][CH2:14]2)=[CH:6][CH:5]=1.CCN=C=NCCCN(C)C.Cl.C1C=CC2N(O)N=NC=2C=1.[CH3:54][NH2:55].